Dataset: Full USPTO retrosynthesis dataset with 1.9M reactions from patents (1976-2016). Task: Predict the reactants needed to synthesize the given product. (1) Given the product [Cl:1][CH2:2][O:14][CH:13]([CH2:15][O:16][CH2:17][C:18]1[CH:19]=[CH:20][CH:21]=[CH:22][CH:23]=1)[CH2:12][O:11][CH2:4][C:5]1[CH:6]=[CH:7][CH:8]=[CH:9][CH:10]=1, predict the reactants needed to synthesize it. The reactants are: [ClH:1].[CH2:2]=O.[CH2:4]([O:11][CH2:12][CH:13]([CH2:15][O:16][CH2:17][C:18]1[CH:23]=[CH:22][CH:21]=[CH:20][CH:19]=1)[OH:14])[C:5]1[CH:10]=[CH:9][CH:8]=[CH:7][CH:6]=1. (2) Given the product [OH:1][C:2]1([C:6]2[CH:11]=[CH:10][C:9]([C:12]3[NH:35][C:15]4=[N:16][CH:17]=[CH:18][C:19]([C:20]5[CH:21]=[CH:22][C:23]([O:28][CH:29]6[CH2:34][CH2:33][O:32][CH2:31][CH2:30]6)=[C:24]([CH:27]=5)[C:25]#[N:26])=[C:14]4[CH:13]=3)=[CH:8][CH:7]=2)[CH2:5][O:4][CH2:3]1, predict the reactants needed to synthesize it. The reactants are: [OH:1][C:2]1([C:6]2[CH:11]=[CH:10][C:9]([C:12]3[N:35](S(C4C=CC=CC=4)(=O)=O)[C:15]4=[N:16][CH:17]=[CH:18][C:19]([C:20]5[CH:21]=[CH:22][C:23]([O:28][CH:29]6[CH2:34][CH2:33][O:32][CH2:31][CH2:30]6)=[C:24]([CH:27]=5)[C:25]#[N:26])=[C:14]4[CH:13]=3)=[CH:8][CH:7]=2)[CH2:5][O:4][CH2:3]1.C(=O)([O-])[O-].[Cs+].[Cs+].FC(F)(F)CO. (3) The reactants are: Br[C:2]1[CH:11]=[C:10]2[C:5]([CH:6]=[CH:7][C:8](=[O:20])[N:9]2[C:12]2[C:17]([Cl:18])=[CH:16][CH:15]=[CH:14][C:13]=2[Cl:19])=[C:4]([C:21]2[CH:26]=[CH:25][C:24]([F:27])=[CH:23][C:22]=2[Cl:28])[N:3]=1.[C:29]([N:33]1[CH2:38][CH2:37][C:36](=[CH:39][Sn](C)(C)C)[CH2:35][CH2:34]1)([CH3:32])([CH3:31])[CH3:30]. Given the product [C:29]([N:33]1[CH2:38][CH2:37][C:36](=[CH:39][C:2]2[CH:11]=[C:10]3[C:5]([CH:6]=[CH:7][C:8](=[O:20])[N:9]3[C:12]3[C:17]([Cl:18])=[CH:16][CH:15]=[CH:14][C:13]=3[Cl:19])=[C:4]([C:21]3[CH:26]=[CH:25][C:24]([F:27])=[CH:23][C:22]=3[Cl:28])[N:3]=2)[CH2:35][CH2:34]1)([CH3:32])([CH3:31])[CH3:30], predict the reactants needed to synthesize it.